This data is from Full USPTO retrosynthesis dataset with 1.9M reactions from patents (1976-2016). The task is: Predict the reactants needed to synthesize the given product. (1) Given the product [CH3:15][C@@H:16]1[N:21]([CH3:1])[CH2:20][CH2:19][N:18]([C:22]2[CH:31]=[CH:30][C:25]([C:26]([O:28][CH3:29])=[O:27])=[CH:24][CH:23]=2)[CH2:17]1, predict the reactants needed to synthesize it. The reactants are: [C:1](O[BH-](OC(=O)C)OC(=O)C)(=O)C.[Na+].[CH3:15][C@@H:16]1[NH:21][CH2:20][CH2:19][N:18]([C:22]2[CH:31]=[CH:30][C:25]([C:26]([O:28][CH3:29])=[O:27])=[CH:24][CH:23]=2)[CH2:17]1.C=O.C(O)(=O)C.C([O-])(O)=O.[Na+]. (2) Given the product [CH3:1][C@H:2]([C@@:10]([OH:25])([C:17]1[CH:18]=[CH:19][C:20]([F:24])=[CH:21][C:22]=1[F:23])[CH2:11][N:12]1[N:16]=[CH:15][N:14]=[CH:13]1)[C:3]1[N:8]=[CH:7][N:6]=[CH:5][C:4]=1[F:9], predict the reactants needed to synthesize it. The reactants are: [CH3:1][C@H:2]([C@@:10]([OH:25])([C:17]1[CH:18]=[CH:19][C:20]([F:24])=[CH:21][C:22]=1[F:23])[CH2:11][N:12]1[N:16]=[CH:15][N:14]=[CH:13]1)[C:3]1[N:8]=[CH:7][N:6]=[CH:5][C:4]=1[F:9].[C@@]12(CS([O-])(=O)=O)C(C)(C)C(CC1)CC2=O.C(=O)(O)[O-].[Na+]. (3) The reactants are: [Cl:1][C:2]1[CH:7]=[CH:6][C:5]([C:8]2[CH:13]=[CH:12][N:11]3[C:14](=[O:17])[NH:15][N:16]=[C:10]3[C:9]=2[C:18]2[CH:23]=[CH:22][N:21]=[CH:20][CH:19]=2)=[CH:4][CH:3]=1.Cl[CH2:25][C:26]1[C:27]([O:36][CH3:37])=[N:28][C:29]([C:32]([F:35])([F:34])[F:33])=[CH:30][CH:31]=1.C([O-])([O-])=O.[K+].[K+]. Given the product [Cl:1][C:2]1[CH:7]=[CH:6][C:5]([C:8]2[CH:13]=[CH:12][N:11]3[C:14](=[O:17])[N:15]([CH2:25][C:26]4[C:27]([O:36][CH3:37])=[N:28][C:29]([C:32]([F:35])([F:33])[F:34])=[CH:30][CH:31]=4)[N:16]=[C:10]3[C:9]=2[C:18]2[CH:19]=[CH:20][N:21]=[CH:22][CH:23]=2)=[CH:4][CH:3]=1, predict the reactants needed to synthesize it. (4) Given the product [C:42]([O:46][C:47]([NH:48][CH2:49][CH2:50][O:1][C:2]1[CH:7]=[CH:6][C:5]([CH:8]2[CH2:13][CH2:12][N:11]([C:14]([O:16][CH2:17][C:18]3[CH:19]=[CH:20][CH:21]=[CH:22][CH:23]=3)=[O:15])[CH2:10][CH:9]2[O:24][CH2:25][C:26]2[CH:27]=[CH:28][C:29]3[O:34][CH2:33][C:32](=[O:35])[N:31]([CH2:36][CH2:37][CH2:38][O:39][CH3:40])[C:30]=3[CH:41]=2)=[CH:4][CH:3]=1)=[O:52])([CH3:45])([CH3:44])[CH3:43], predict the reactants needed to synthesize it. The reactants are: [OH:1][C:2]1[CH:7]=[CH:6][C:5]([CH:8]2[CH2:13][CH2:12][N:11]([C:14]([O:16][CH2:17][C:18]3[CH:23]=[CH:22][CH:21]=[CH:20][CH:19]=3)=[O:15])[CH2:10][CH:9]2[O:24][CH2:25][C:26]2[CH:27]=[CH:28][C:29]3[O:34][CH2:33][C:32](=[O:35])[N:31]([CH2:36][CH2:37][CH2:38][O:39][CH3:40])[C:30]=3[CH:41]=2)=[CH:4][CH:3]=1.[C:42]([O:46][C:47](=[O:52])[NH:48][CH2:49][CH2:50]O)([CH3:45])([CH3:44])[CH3:43].C1(P(C2C=CC=CC=2)C2C=CC=CC=2)C=CC=CC=1. (5) Given the product [ClH:24].[Br:11][C:12]1[CH:18]=[C:17]([N+:19]([O-:21])=[O:20])[CH:16]=[CH:15][C:13]=1[O:6][CH2:5][CH2:4][N:3]([CH2:7][CH3:8])[CH2:1][CH3:2], predict the reactants needed to synthesize it. The reactants are: [CH2:1]([N:3]([CH2:7][CH3:8])[CH2:4][CH2:5][OH:6])[CH3:2].[H-].[Na+].[Br:11][C:12]1[CH:18]=[C:17]([N+:19]([O-:21])=[O:20])[CH:16]=[CH:15][C:13]=1N.O.C(Cl)(Cl)[Cl:24]. (6) Given the product [CH3:2][CH2:1][O:3][C:4]([CH3:5])=[O:30].[CH3:1][OH:3].[NH4+:9].[OH-:3].[NH2:29][CH:5]([CH2:6][C:7]1[C:15]2[C:10](=[CH:11][CH:12]=[C:13]([C:16]3[CH:21]=[CH:20][C:19]([O:22][C:23]4[CH:28]=[CH:27][CH:26]=[CH:25][CH:24]=4)=[CH:18][CH:17]=3)[CH:14]=2)[NH:9][CH:8]=1)[CH2:4][OH:3], predict the reactants needed to synthesize it. The reactants are: [CH2:1]([O:3][C:4](=[O:30])[CH:5]([NH2:29])[CH2:6][C:7]1[C:15]2[C:10](=[CH:11][CH:12]=[C:13]([C:16]3[CH:21]=[CH:20][C:19]([O:22][C:23]4[CH:28]=[CH:27][CH:26]=[CH:25][CH:24]=4)=[CH:18][CH:17]=3)[CH:14]=2)[NH:9][CH:8]=1)[CH3:2].[BH4-].[Na+].